Predict the reaction yield, written as a fraction of the theoretical maximum amount of product (1.0 means a 100% yield; for example, 0.34 means a 34% yield). From a dataset of Reaction yield outcomes from USPTO patents with 853,638 reactions. The reactants are [CH2:1]([NH:3][C:4](=[O:33])[NH:5][CH2:6][C:7]1[CH:8]=[C:9]([C:13]2[CH:18]=[CH:17][C:16]([C:19]([CH3:31])([CH3:30])[CH2:20][CH2:21][CH2:22][NH:23][C:24](=[O:29])[C:25]([CH3:28])([CH3:27])[CH3:26])=[CH:15][C:14]=2[OH:32])[CH:10]=[CH:11][CH:12]=1)[CH3:2].IC.[C:36]([O-])([O-])=O.[K+].[K+]. The catalyst is CC(C)=O. The product is [CH2:1]([NH:3][C:4](=[O:33])[NH:5][CH2:6][C:7]1[CH:12]=[CH:11][CH:10]=[C:9]([C:13]2[CH:18]=[CH:17][C:16]([C:19]([CH3:31])([CH3:30])[CH2:20][CH2:21][CH2:22][NH:23][C:24](=[O:29])[C:25]([CH3:27])([CH3:26])[CH3:28])=[CH:15][C:14]=2[O:32][CH3:36])[CH:8]=1)[CH3:2]. The yield is 0.630.